From a dataset of Catalyst prediction with 721,799 reactions and 888 catalyst types from USPTO. Predict which catalyst facilitates the given reaction. (1) Reactant: [F:1][CH2:2][CH2:3][N:4]1[C:16]2[CH2:15][CH2:14][CH2:13][CH:12]([C:17](Cl)=[O:18])[C:11]=2[C:10]2[C:5]1=[CH:6][CH:7]=[CH:8][C:9]=2[O:20][CH3:21].[CH2:22]([NH:24][CH2:25][C:26]1[CH:31]=[CH:30][CH:29]=[CH:28][CH:27]=1)[CH3:23].Cl.C(Cl)Cl.O.C(Cl)Cl. Product: [CH2:25]([N:24]([CH2:22][CH3:23])[C:17]([CH:12]1[C:11]2[C:10]3[C:5](=[CH:6][CH:7]=[CH:8][C:9]=3[O:20][CH3:21])[N:4]([CH2:3][CH2:2][F:1])[C:16]=2[CH2:15][CH2:14][CH2:13]1)=[O:18])[C:26]1[CH:31]=[CH:30][CH:29]=[CH:28][CH:27]=1. The catalyst class is: 4. (2) Reactant: [C:1]([C:4]1[CH:9]([C:10]2[CH:17]=[CH:16][C:13]([C:14]#[N:15])=[CH:12][CH:11]=2)[N:8]2[N:18]=[N:19][N:20]=[C:7]2[NH:6][C:5]=1[CH3:21])(=[O:3])[CH3:2].[F:22][C:23]([F:34])([F:33])[C:24]1[CH:25]=[C:26](B(O)O)[CH:27]=[CH:28][CH:29]=1.N1C=CC=CC=1.C(N(CC)CC)C. Product: [C:1]([C:4]1[CH:9]([C:10]2[CH:17]=[CH:16][C:13]([C:14]#[N:15])=[CH:12][CH:11]=2)[N:8]2[N:18]=[N:19][N:20]=[C:7]2[N:6]([C:28]2[CH:27]=[CH:26][CH:25]=[C:24]([C:23]([F:34])([F:33])[F:22])[CH:29]=2)[C:5]=1[CH3:21])(=[O:3])[CH3:2]. The catalyst class is: 732. (3) Reactant: [OH:1][CH2:2][CH:3]1[CH2:8][CH2:7][CH2:6][NH:5][CH2:4]1.[C:9](O[C:9]([O:11][C:12]([CH3:15])([CH3:14])[CH3:13])=[O:10])([O:11][C:12]([CH3:15])([CH3:14])[CH3:13])=[O:10]. Product: [C:12]([O:11][C:9]([N:5]1[CH2:6][CH2:7][CH2:8][CH:3]([CH2:2][OH:1])[CH2:4]1)=[O:10])([CH3:15])([CH3:14])[CH3:13]. The catalyst class is: 1.